Task: Predict the product of the given reaction.. Dataset: Forward reaction prediction with 1.9M reactions from USPTO patents (1976-2016) (1) The product is: [NH2:6][C:9]1[CH:10]=[CH:11][C:12]([C:15]2[NH:19][N:18]=[C:17]([CH2:20][CH2:21][C:22]([O:24][C:25]([CH3:28])([CH3:27])[CH3:26])=[O:23])[N:16]=2)=[CH:13][CH:14]=1. Given the reactants O.O.[Sn](Cl)Cl.[N+:6]([C:9]1[CH:14]=[CH:13][C:12]([C:15]2[NH:19][N:18]=[C:17]([CH2:20][CH2:21][C:22]([O:24][C:25]([CH3:28])([CH3:27])[CH3:26])=[O:23])[N:16]=2)=[CH:11][CH:10]=1)([O-])=O.C(=O)([O-])[O-].[Na+].[Na+], predict the reaction product. (2) Given the reactants [Cl:1][C:2]1[CH:3]=[C:4]([CH2:15][C:16](=O)[CH:17]([CH3:19])[CH3:18])[CH:5]=[C:6]([O:9][CH2:10][CH2:11][CH2:12][O:13][CH3:14])[C:7]=1[F:8].C([O-])(=O)C.[NH4+].[BH3-]C#[N:28].[Na+], predict the reaction product. The product is: [Cl:1][C:2]1[CH:3]=[C:4]([CH2:15][CH:16]([NH2:28])[CH:17]([CH3:19])[CH3:18])[CH:5]=[C:6]([O:9][CH2:10][CH2:11][CH2:12][O:13][CH3:14])[C:7]=1[F:8]. (3) Given the reactants [C:1]([CH2:3][C:4]1[CH:12]=[CH:11][CH:10]=[CH:9][C:5]=1[C:6]([OH:8])=[O:7])#[N:2].[CH3:13]OC(OC)N(C)C, predict the reaction product. The product is: [CH3:13][O:7][C:6](=[O:8])[C:5]1[CH:9]=[CH:10][CH:11]=[CH:12][C:4]=1[CH2:3][C:1]#[N:2]. (4) Given the reactants [NH:1](C(OCC1C=CC=CC=1)=O)[C@H:2]([C:10]([NH:12][CH2:13][C:14]([NH:16][C@H:17]([C:26]([NH:28][C@H:29]([C:40]([N:42]1[CH2:49][CH2:48][CH2:47][C@H:43]1[C:44]([OH:46])=[O:45])=[O:41])[CH2:30][C:31]1[C:39]2[C:34](=[CH:35][CH:36]=[CH:37][CH:38]=2)[NH:33][CH:32]=1)=[O:27])[CH2:18][C:19](=[O:25])[O:20][C:21]([CH3:24])([CH3:23])[CH3:22])=[O:15])=[O:11])[CH2:3][CH2:4][CH2:5][NH:6][C:7](=[NH:9])[NH2:8].Cl, predict the reaction product. The product is: [NH2:1][C@H:2]([C:10]([NH:12][CH2:13][C:14]([NH:16][C@H:17]([C:26]([NH:28][C@H:29]([C:40]([N:42]1[CH2:49][CH2:48][CH2:47][C@H:43]1[C:44]([OH:46])=[O:45])=[O:41])[CH2:30][C:31]1[C:39]2[C:34](=[CH:35][CH:36]=[CH:37][CH:38]=2)[NH:33][CH:32]=1)=[O:27])[CH2:18][C:19](=[O:25])[O:20][C:21]([CH3:23])([CH3:22])[CH3:24])=[O:15])=[O:11])[CH2:3][CH2:4][CH2:5][NH:6][C:7](=[NH:8])[NH2:9]. (5) Given the reactants [N+:1]([C:4]1[CH:9]=[CH:8][C:7]([S:10](Cl)(=[O:12])=[O:11])=[CH:6][CH:5]=1)([O-:3])=[O:2].C(N(CC)CC)C.[NH2:21][CH2:22][CH:23]([OH:26])[CH2:24][OH:25], predict the reaction product. The product is: [OH:26][CH:23]([CH2:24][OH:25])[CH2:22][NH:21][S:10]([C:7]1[CH:8]=[CH:9][C:4]([N+:1]([O-:3])=[O:2])=[CH:5][CH:6]=1)(=[O:12])=[O:11]. (6) Given the reactants [F:1][C:2]1[CH:3]=[C:4]([C:12]2[C:13]3[CH:20]([CH2:21][C:22](O)=[O:23])[CH2:19][CH2:18][C:14]=3[CH:15]=[N:16][CH:17]=2)[CH:5]=[CH:6][C:7]=1[C:8]([F:11])([F:10])[F:9].FC1C=C(C2C3CCC(CC(O)=O)C=3[CH:39]=[N:40]C=2)C=CC=1C(F)(F)F.C(N(CC)C(C)C)(C)C.CN(C(ON1N=NC2C=CC=NC1=2)=[N+](C)C)C.F[P-](F)(F)(F)(F)F.CN, predict the reaction product. The product is: [F:1][C:2]1[CH:3]=[C:4]([C:12]2[C:13]3[CH:20]([CH2:21][C:22]([NH:40][CH3:39])=[O:23])[CH2:19][CH2:18][C:14]=3[CH:15]=[N:16][CH:17]=2)[CH:5]=[CH:6][C:7]=1[C:8]([F:11])([F:9])[F:10]. (7) Given the reactants [N:1]1[C:10]2[C:5](=[CH:6][C:7]([CH2:11][N:12]3[C:16]4=[N:17][C:18]([C:21](=O)[CH3:22])=[CH:19][N:20]=[C:15]4[N:14]=[N:13]3)=[CH:8][CH:9]=2)[CH:4]=[CH:3][CH:2]=1.[NH2:24][N:25]1[CH2:29][CH2:28][NH:27][C:26]1=[O:30], predict the reaction product. The product is: [N:1]1[C:10]2[C:5](=[CH:6][C:7]([CH2:11][N:12]3[C:16]4=[N:17][C:18](/[C:21](=[N:24]/[N:25]5[CH2:29][CH2:28][NH:27][C:26]5=[O:30])/[CH3:22])=[CH:19][N:20]=[C:15]4[N:14]=[N:13]3)=[CH:8][CH:9]=2)[CH:4]=[CH:3][CH:2]=1.